From a dataset of Reaction yield outcomes from USPTO patents with 853,638 reactions. Predict the reaction yield, written as a fraction of the theoretical maximum amount of product (1.0 means a 100% yield; for example, 0.34 means a 34% yield). (1) No catalyst specified. The yield is 0.820. The product is [CH3:31][O:32][N:5]1[CH:4]=[CH:9][CH:8]=[C:7]([S:10]([C:13]2[NH:14][C:15]3[C:20]([CH:21]=2)=[CH:19][CH:18]=[CH:17][CH:16]=3)(=[O:11])=[O:12])[NH:6]1. The reactants are [Na].CO[C:4]1[N:5]=[N:6][C:7]([S:10]([C:13]2[N:14](S(C3C=CC=CC=3)(=O)=O)[C:15]3[C:20]([CH:21]=2)=[CH:19][CH:18]=[CH:17][CH:16]=3)(=[O:12])=[O:11])=[CH:8][CH:9]=1.[CH3:31][OH:32]. (2) The reactants are [C@]12(C)C(C)(C)C(CC1)CC2C([O:12][C@H:13]([C:18]1[CH:23]=[C:22]([O:24][CH3:25])[CH:21]=[CH:20][C:19]=1[N+:26]([O-:28])=[O:27])[C:14]([CH3:17])([CH3:16])[CH3:15])=O.C([O-])([O-])=O.[K+].[K+]. The catalyst is CO. The product is [CH3:25][O:24][C:22]1[CH:21]=[CH:20][C:19]([N+:26]([O-:28])=[O:27])=[C:18]([C@@H:13]([OH:12])[C:14]([CH3:17])([CH3:16])[CH3:15])[CH:23]=1. The yield is 0.990. (3) The reactants are [Br:1][C:2]1[CH:7]=[C:6]([CH2:8]Br)[CH:5]=[CH:4][C:3]=1[S:10]([CH3:13])(=[O:12])=[O:11].[NH4+:14].[OH-].Cl. The catalyst is CO.C1COCC1. The product is [Br:1][C:2]1[CH:7]=[C:6]([CH:5]=[CH:4][C:3]=1[S:10]([CH3:13])(=[O:12])=[O:11])[CH2:8][NH2:14]. The yield is 0.430.